Dataset: Catalyst prediction with 721,799 reactions and 888 catalyst types from USPTO. Task: Predict which catalyst facilitates the given reaction. (1) Reactant: [Cl:1][C:2]1[CH:7]=[CH:6][C:5]([C:8]2[CH2:13][CH2:12][C:11]([F:15])([F:14])[CH2:10][C:9]=2[CH2:16][OH:17])=[CH:4][CH:3]=1.CC(OI1(OC(C)=O)(OC(C)=O)OC(=O)C2C=CC=CC1=2)=O. Product: [Cl:1][C:2]1[CH:7]=[CH:6][C:5]([C:8]2[CH2:13][CH2:12][C:11]([F:15])([F:14])[CH2:10][C:9]=2[CH:16]=[O:17])=[CH:4][CH:3]=1. The catalyst class is: 4. (2) Reactant: C(O)(C(F)(F)F)=O.[CH2:8]([O:47][CH:48]1[C@H:52]2[C@H:53](OC3CCCCO3)[N:54](C(OC(C)(C)C)=O)[C:55]3[CH:62]=[CH:61][C:60]([O:63][CH3:64])=[CH:59][C:56]=3[C:57](=[O:58])[N:51]2[CH2:50][CH2:49]1)[CH2:9][CH2:10][CH2:11][CH2:12][CH2:13][CH2:14][O:15][CH:16]1[C@H:20]2[C@H:21](OC3CCCCO3)[N:22](C(OC(C)(C)C)=O)[C:23]3[CH:30]=[CH:29][C:28]([O:31][CH3:32])=[CH:27][C:24]=3[C:25](=[O:26])[N:19]2[CH2:18][CH2:17]1.C([O-])(O)=O.[Na+]. Product: [CH2:8]([O:47][CH:48]1[C@@H:52]2[CH:53]=[N:54][C:55]3[CH:62]=[CH:61][C:60]([O:63][CH3:64])=[CH:59][C:56]=3[C:57](=[O:58])[N:51]2[CH2:50][CH2:49]1)[CH2:9][CH2:10][CH2:11][CH2:12][CH2:13][CH2:14][O:15][CH:16]1[C@@H:20]2[CH:21]=[N:22][C:23]3[CH:30]=[CH:29][C:28]([O:31][CH3:32])=[CH:27][C:24]=3[C:25](=[O:26])[N:19]2[CH2:18][CH2:17]1. The catalyst class is: 254. (3) Reactant: CC(C)([O-])C.[K+].[N+:7]([C:10]1[S:14][C:13]([CH:15]=[N:16][OH:17])=[CH:12][CH:11]=1)([O-:9])=[O:8].Cl[CH2:19][C:20]([O:22][CH2:23][CH3:24])=[O:21]. Product: [CH2:23]([O:22][C:20](=[O:21])[CH2:19][C:11]1[CH:12]=[C:13]([CH:15]=[N:16][OH:17])[S:14][C:10]=1[N+:7]([O-:9])=[O:8])[CH3:24]. The catalyst class is: 9. (4) Reactant: [NH2:1][CH2:2][C@H:3]1[CH2:8][CH2:7][CH2:6][N:5]([CH2:9][C:10]2[CH:31]=[CH:30][C:13]([C:14]([NH:16][CH2:17][C:18]3[CH:23]=[C:22]([Cl:24])[CH:21]=[CH:20][C:19]=3[S:25]([CH2:28][CH3:29])(=[O:27])=[O:26])=[O:15])=[CH:12][C:11]=2[C:32]([F:35])([F:34])[F:33])[CH2:4]1. Product: [Cl:24][C:22]1[CH:21]=[CH:20][C:19]([S:25]([CH2:28][CH3:29])(=[O:27])=[O:26])=[C:18]([CH:23]=1)[CH2:17][NH:16][C:14](=[O:15])[C:13]1[CH:30]=[CH:31][C:10]([CH2:9][N:5]2[CH2:6][CH2:7][CH2:8][C@H:3]([CH2:2][NH:1][S:25]([CH3:19])(=[O:27])=[O:26])[CH2:4]2)=[C:11]([C:32]([F:34])([F:33])[F:35])[CH:12]=1. The catalyst class is: 3. (5) Reactant: C([Li])CCC.Br[C:7]1[CH:15]=[C:14]([F:16])[CH:13]=[C:12]2[C:8]=1[CH:9]=[N:10][N:11]2[CH:17]1[CH2:22][CH2:21][CH2:20][CH2:19][O:18]1.CN([CH:26]=[O:27])C. Product: [F:16][C:14]1[CH:15]=[C:7]([CH:26]=[O:27])[C:8]2[CH:9]=[N:10][N:11]([CH:17]3[CH2:22][CH2:21][CH2:20][CH2:19][O:18]3)[C:12]=2[CH:13]=1. The catalyst class is: 1. (6) Reactant: [N+:1]([C:4]1[C:5]([NH2:17])=[N:6][C:7]([O:10][C:11]2[CH:16]=[CH:15][CH:14]=[CH:13][CH:12]=2)=[CH:8][CH:9]=1)([O-])=O. Product: [O:10]([C:7]1[N:6]=[C:5]([NH2:17])[C:4]([NH2:1])=[CH:9][CH:8]=1)[C:11]1[CH:12]=[CH:13][CH:14]=[CH:15][CH:16]=1. The catalyst class is: 352. (7) Reactant: [CH3:1][CH2:2][CH2:3][N:4]([C@@H:12]1[CH2:22][C:16]2[CH:17]=[CH:18][CH:19]=[C:20]([OH:21])[C:15]=2[CH2:14][CH2:13]1)[CH2:5][CH2:6][C:7]1[S:11][CH:10]=[CH:9][CH:8]=1.[ClH:23]. Product: [CH3:1][CH2:2][CH2:3][N:4]([C@@H:12]1[CH2:22][C:16]2[CH:17]=[CH:18][CH:19]=[C:20]([OH:21])[C:15]=2[CH2:14][CH2:13]1)[CH2:5][CH2:6][C:7]1[S:11][CH:10]=[CH:9][CH:8]=1.[ClH:23]. The catalyst class is: 4. (8) Reactant: [S:1]1[C:9]2[C:4](=[N:5][CH:6]=[CH:7][CH:8]=2)[CH:3]=[C:2]1[CH2:10]O.O=S(Cl)[Cl:14]. Product: [Cl:14][CH2:10][C:2]1[S:1][C:9]2[C:4](=[N:5][CH:6]=[CH:7][CH:8]=2)[CH:3]=1. The catalyst class is: 4. (9) Reactant: [CH3:1][N:2]([CH3:17])[CH2:3][C@@H:4]([C:12]([N:14]([CH3:16])[CH3:15])=[O:13])[NH:5][C:6]1[CH2:10][S:9][C:8](=[O:11])[N:7]=1.[F:18][C:19]([F:40])([F:39])[C:20]1[CH:34]=[C:33]([C:35]([F:38])([F:37])[F:36])[CH:32]=[CH:31][C:21]=1[CH2:22][N:23]1[CH2:28][CH2:27][CH:26]([CH:29]=O)[CH2:25][CH2:24]1.C([O-])(=O)C.[NH2+]1CCCCC1. Product: [F:40][C:19]([F:18])([F:39])[C:20]1[CH:34]=[C:33]([C:35]([F:38])([F:37])[F:36])[CH:32]=[CH:31][C:21]=1[CH2:22][N:23]1[CH2:28][CH2:27][CH:26](/[CH:29]=[C:10]2/[C:6]([NH:5][C@H:4]([C:12]([N:14]([CH3:16])[CH3:15])=[O:13])[CH2:3][N:2]([CH3:17])[CH3:1])=[N:7][C:8](=[O:11])[S:9]/2)[CH2:25][CH2:24]1. The catalyst class is: 41.